Task: Predict the product of the given reaction.. Dataset: Forward reaction prediction with 1.9M reactions from USPTO patents (1976-2016) Given the reactants [N:1]([CH:4]1[CH2:23][N:8]2[C:9]3[C:14]([C:15]([CH2:16][C:17]([O:19]CCC)=[O:18])=[C:7]2[CH2:6][CH2:5]1)=[CH:13][CH:12]=[CH:11][CH:10]=3)=[N+:2]=[N-:3].[Br:24][C:25]1[CH:30]=[CH:29][C:28]([CH:31]([OH:34])[C:32]#[CH:33])=[CH:27][CH:26]=1, predict the reaction product. The product is: [Br:24][C:25]1[CH:26]=[CH:27][C:28]([CH:31]([OH:34])[C:32]2[N:1]([CH:4]3[CH2:23][N:8]4[C:9]5[C:14]([C:15]([CH2:16][C:17]([OH:19])=[O:18])=[C:7]4[CH2:6][CH2:5]3)=[CH:13][CH:12]=[CH:11][CH:10]=5)[N:2]=[N:3][CH:33]=2)=[CH:29][CH:30]=1.